From a dataset of Peptide-MHC class II binding affinity with 134,281 pairs from IEDB. Regression. Given a peptide amino acid sequence and an MHC pseudo amino acid sequence, predict their binding affinity value. This is MHC class II binding data. (1) The peptide sequence is MNVSIPHSFTMTLK. The MHC is HLA-DQA10501-DQB10201 with pseudo-sequence HLA-DQA10501-DQB10201. The binding affinity (normalized) is 0.0936. (2) The peptide sequence is FPTIPLSRLFDNAML. The MHC is DRB1_0405 with pseudo-sequence DRB1_0405. The binding affinity (normalized) is 0.179. (3) The peptide sequence is FIFFLLLAGRSCSDG. The MHC is DRB1_0701 with pseudo-sequence DRB1_0701. The binding affinity (normalized) is 0.171. (4) The peptide sequence is DTFRKLFRVYSDFLR. The MHC is DRB4_0101 with pseudo-sequence DRB4_0103. The binding affinity (normalized) is 0.471. (5) The binding affinity (normalized) is 0.493. The peptide sequence is IFYDVFFAVANGNEL. The MHC is HLA-DPA10103-DPB10401 with pseudo-sequence HLA-DPA10103-DPB10401. (6) The peptide sequence is QAGGKLCPNNLCCSQ. The MHC is DRB1_0301 with pseudo-sequence DRB1_0301. The binding affinity (normalized) is 0. (7) The binding affinity (normalized) is 0.431. The MHC is H-2-IAd with pseudo-sequence H-2-IAd. The peptide sequence is RTTHYGSLPQKSQHGRTQDE.